From a dataset of Peptide-MHC class II binding affinity with 134,281 pairs from IEDB. Regression. Given a peptide amino acid sequence and an MHC pseudo amino acid sequence, predict their binding affinity value. This is MHC class II binding data. (1) The binding affinity (normalized) is 0.379. The MHC is DRB3_0101 with pseudo-sequence DRB3_0101. The peptide sequence is SPHHKKLAQAVMEMT. (2) The peptide sequence is PKDSDEFIPMKSSWG. The MHC is HLA-DQA10501-DQB10301 with pseudo-sequence HLA-DQA10501-DQB10301. The binding affinity (normalized) is 0.248. (3) The peptide sequence is KTFDTEYQKTKLNDW. The MHC is DRB3_0101 with pseudo-sequence DRB3_0101. The binding affinity (normalized) is 0.222. (4) The peptide sequence is FSTGLIIQGLKLMNS. The MHC is DRB1_1302 with pseudo-sequence DRB1_1302. The binding affinity (normalized) is 0.524. (5) The MHC is DRB1_1001 with pseudo-sequence DRB1_1001. The peptide sequence is GDKFLANVSTVLTGK. The binding affinity (normalized) is 0.749. (6) The peptide sequence is LEAAVKQAYAATIAA. The MHC is HLA-DQA10101-DQB10501 with pseudo-sequence HLA-DQA10101-DQB10501. The binding affinity (normalized) is 0.244. (7) The peptide sequence is FGQNTASIAATEAQY. The MHC is DRB1_0405 with pseudo-sequence DRB1_0405. The binding affinity (normalized) is 0.375. (8) The peptide sequence is KGDEQKLRSAGELEL. The MHC is HLA-DQA10301-DQB10302 with pseudo-sequence HLA-DQA10301-DQB10302. The binding affinity (normalized) is 0.301.